This data is from Catalyst prediction with 721,799 reactions and 888 catalyst types from USPTO. The task is: Predict which catalyst facilitates the given reaction. (1) Reactant: [CH:1]([N:4]1[C:8]([C:9]2[CH2:14][N:13]([C:15]([O:17][C:18]([CH3:21])([CH3:20])[CH3:19])=[O:16])[CH2:12][CH2:11][C:10]=2[C:22](OCC)=[O:23])=[CH:7][CH:6]=[N:5]1)([CH3:3])[CH3:2].[H-].[H-].[H-].[H-].[Li+].[Al+3]. Product: [OH:23][CH2:22][C:10]1[CH2:11][CH2:12][N:13]([C:15]([O:17][C:18]([CH3:20])([CH3:19])[CH3:21])=[O:16])[CH2:14][C:9]=1[C:8]1[N:4]([CH:1]([CH3:3])[CH3:2])[N:5]=[CH:6][CH:7]=1. The catalyst class is: 1. (2) The catalyst class is: 13. Product: [F:38][C:2]([F:1])([F:37])[C:3]1[CH:4]=[C:5]([C:13]2[C:17]([NH:19][OH:20])([CH3:18])[C:16](=[O:35])[N:15]([CH3:36])[N:14]=2)[CH:6]=[C:7]([C:9]([F:12])([F:11])[F:10])[CH:8]=1. Reactant: [F:1][C:2]([F:38])([F:37])[C:3]1[CH:4]=[C:5]([C:13]2[C:17]([N:19](C(OC(C)(C)C)=O)[O:20]C(OC(C)(C)C)=O)([CH3:18])[C:16](=[O:35])[N:15]([CH3:36])[N:14]=2)[CH:6]=[C:7]([C:9]([F:12])([F:11])[F:10])[CH:8]=1. (3) Product: [NH2:7][C@@H:8]([CH2:18][C:19]1[C:27]2[C:22](=[CH:23][CH:24]=[C:25]([OH:28])[CH:26]=2)[NH:21][CH:20]=1)[C:9]([N:11]1[CH2:15][CH2:14][CH2:13][C@H:12]1[C:16]#[N:17])=[O:10]. The catalyst class is: 4. Reactant: C(OC(=O)[NH:7][C@@H:8]([CH2:18][C:19]1[C:27]2[C:22](=[CH:23][CH:24]=[C:25]([OH:28])[CH:26]=2)[NH:21][CH:20]=1)[C:9]([N:11]1[CH2:15][CH2:14][CH2:13][C@H:12]1[C:16]#[N:17])=[O:10])(C)(C)C.FC(F)(F)C(O)=O. (4) Reactant: ClC1C=CC=C(C(OO)=[O:9])C=1.[CH2:12]([NH:15][C:16]([C:18]1[S:19][C:20]([Cl:23])=[CH:21][CH:22]=1)=[O:17])[CH:13]=[CH2:14]. The catalyst class is: 4. Product: [Cl:23][C:20]1[S:19][C:18]([C:16]([NH:15][CH2:12][CH:13]2[CH2:14][O:9]2)=[O:17])=[CH:22][CH:21]=1. (5) Reactant: [CH2:1]([N:8]([CH2:41][CH3:42])[C:9](=O)[C:10]1[CH:15]=[C:14]([CH2:16][C@H:17]2[C@H:25]3[C@@H:21]([N:22]([CH2:27][C:28]4[CH:33]=[CH:32][CH:31]=[C:30]([CH:34]([CH3:36])[CH3:35])[CH:29]=4)[C:23](=[O:26])[O:24]3)[CH2:20][S:19](=[O:38])(=[O:37])[CH2:18]2)[CH:13]=[CH:12][C:11]=1[OH:39])[C:2]1[CH:7]=[CH:6][CH:5]=[CH:4][CH:3]=1. Product: [CH2:1]([N:8]([CH2:9][C:10]1[CH:15]=[C:14]([CH:13]=[CH:12][C:11]=1[OH:39])[CH2:16][C@H:17]1[C@H:25]2[C@@H:21]([N:22]([CH2:27][C:28]3[CH:33]=[CH:32][CH:31]=[C:30]([CH:34]([CH3:35])[CH3:36])[CH:29]=3)[C:23](=[O:26])[O:24]2)[CH2:20][S:19](=[O:38])(=[O:37])[CH2:18]1)[CH2:41][CH3:42])[C:2]1[CH:7]=[CH:6][CH:5]=[CH:4][CH:3]=1. The catalyst class is: 1. (6) Reactant: [CH3:1][O:2][N:3]1[CH2:9][CH2:8][NH:7][NH:6][CH2:5][CH2:4]1.[CH2:10]([C:12]1[CH:17]=[C:16]([CH3:18])[CH:15]=[C:14]([CH2:19][CH3:20])[C:13]=1[CH:21]([C:25](N)=[O:26])[C:22](N)=[O:23])[CH3:11]. Product: [CH2:10]([C:12]1[CH:17]=[C:16]([CH3:18])[CH:15]=[C:14]([CH2:19][CH3:20])[C:13]=1[CH:21]1[C:25](=[O:26])[N:6]2[CH2:5][CH2:4][N:3]([O:2][CH3:1])[CH2:9][CH2:8][N:7]2[C:22]1=[O:23])[CH3:11]. The catalyst class is: 26. (7) Reactant: Cl[C:2]1[N:3]=[C:4]([O:29][CH:30]2[CH2:33][CH:32]([C:34]#[N:35])[CH2:31]2)[C:5]2[C:10]([C:11]3[CH:20]=[CH:19][C:14]([C:15]([NH:17][CH3:18])=[O:16])=[CH:13][CH:12]=3)=[CH:9][N:8]([CH2:21][O:22][CH2:23][CH2:24][Si:25]([CH3:28])([CH3:27])[CH3:26])[C:6]=2[N:7]=1.[NH2:36][C:37]1[CH:49]=[CH:48][C:40]([C:41]([NH:43][CH:44]2[CH2:47][O:46][CH2:45]2)=[O:42])=[CH:39][C:38]=1[O:50][CH3:51].C1(P(C2C=CC=CC=2)C2C=CC3C(=CC=CC=3)C=2C2C3C(=CC=CC=3)C=CC=2P(C2C=CC=CC=2)C2C=CC=CC=2)C=CC=CC=1.C(=O)([O-])[O-].[Cs+].[Cs+]. Product: [C:34]([CH:32]1[CH2:33][CH:30]([O:29][C:4]2[C:5]3[C:10]([C:11]4[CH:20]=[CH:19][C:14]([C:15](=[O:16])[NH:17][CH3:18])=[CH:13][CH:12]=4)=[CH:9][N:8]([CH2:21][O:22][CH2:23][CH2:24][Si:25]([CH3:28])([CH3:27])[CH3:26])[C:6]=3[N:7]=[C:2]([NH:36][C:37]3[CH:49]=[CH:48][C:40]([C:41]([NH:43][CH:44]4[CH2:45][O:46][CH2:47]4)=[O:42])=[CH:39][C:38]=3[O:50][CH3:51])[N:3]=2)[CH2:31]1)#[N:35]. The catalyst class is: 160.